This data is from Full USPTO retrosynthesis dataset with 1.9M reactions from patents (1976-2016). The task is: Predict the reactants needed to synthesize the given product. (1) Given the product [OH:1][CH:2]([C:19]1[CH:20]=[C:21]2[C:26](=[CH:27][CH:28]=1)[C:25](=[O:29])[O:24][C@H:23]([CH3:30])[CH2:22]2)[CH2:3][N:4]1[CH2:9][CH2:8][N:7]([C:10]([O:12][CH2:49][C:50]2[CH:55]=[CH:54][CH:53]=[CH:52][CH:51]=2)=[O:11])[CH2:6][C@H:5]1[CH2:17][OH:18], predict the reactants needed to synthesize it. The reactants are: [OH:1][CH:2]([C:19]1[CH:20]=[C:21]2[C:26](=[CH:27][CH:28]=1)[C:25](=[O:29])[O:24][C@H:23]([CH3:30])[CH2:22]2)[CH2:3][N:4]1[CH2:9][CH2:8][N:7]([C:10]([O:12]C(C)(C)C)=[O:11])[CH2:6][C@H:5]1[CH2:17][OH:18].FC(F)(F)C(O)=O.C(N(CC)CC)C.ClC(O[CH2:49][C:50]1[CH:55]=[CH:54][CH:53]=[CH:52][CH:51]=1)=O. (2) Given the product [Cl:28][C:29]1[C:34]([C:2]2[CH:3]=[N:4][N:5]([C:7]([C:20]3[CH:25]=[CH:24][CH:23]=[CH:22][CH:21]=3)([C:14]3[CH:19]=[CH:18][CH:17]=[CH:16][CH:15]=3)[C:8]3[CH:13]=[CH:12][CH:11]=[CH:10][CH:9]=3)[CH:6]=2)=[CH:33][CH:32]=[CH:31][N:30]=1, predict the reactants needed to synthesize it. The reactants are: Br[C:2]1[CH:3]=[N:4][N:5]([C:7]([C:20]2[CH:25]=[CH:24][CH:23]=[CH:22][CH:21]=2)([C:14]2[CH:19]=[CH:18][CH:17]=[CH:16][CH:15]=2)[C:8]2[CH:13]=[CH:12][CH:11]=[CH:10][CH:9]=2)[CH:6]=1.[F-].[K+].[Cl:28][C:29]1[C:34](B(O)O)=[CH:33][CH:32]=[CH:31][N:30]=1.F[B-](F)(F)F.C([PH+](C(C)(C)C)C(C)(C)C)(C)(C)C. (3) Given the product [F:17][C:18]([F:31])([F:30])[C:32]([NH:9][CH2:8][CH2:7][C:1]1[CH:6]=[CH:5][CH:4]=[CH:3][CH:2]=1)=[O:33], predict the reactants needed to synthesize it. The reactants are: [C:1]1([CH2:7][CH2:8][NH2:9])[CH:6]=[CH:5][CH:4]=[CH:3][CH:2]=1.C(N(CC)CC)C.[F:17][C:18]([F:31])([F:30])S(OS([C:18]([F:31])([F:30])[F:17])(=O)=O)(=O)=O.[C:32](=O)(O)[O-:33].[Na+]. (4) Given the product [CH3:1][O:2][C:3](=[O:10])[CH2:4][CH2:5][CH2:6][CH2:7][CH2:8][O:9][S:17]([C:14]1[CH:15]=[CH:16][C:11]([CH3:21])=[CH:12][CH:13]=1)(=[O:19])=[O:18], predict the reactants needed to synthesize it. The reactants are: [CH3:1][O:2][C:3](=[O:10])[CH2:4][CH2:5][CH2:6][CH2:7][CH2:8][OH:9].[C:11]1([CH3:21])[CH:16]=[CH:15][C:14]([S:17](Cl)(=[O:19])=[O:18])=[CH:13][CH:12]=1.N1C=CC=CC=1. (5) Given the product [C:1]([O:5][C:6]([N:8]1[CH2:20][C@@H:19]([CH3:21])[N:18]2[C@H:10]([CH2:11][C:12]3[C:17]2=[N:16][C:15]([CH:22]([OH:23])[CH2:34][C:33]([F:38])([F:37])[F:32])=[CH:14][CH:13]=3)[CH2:9]1)=[O:7])([CH3:3])([CH3:4])[CH3:2], predict the reactants needed to synthesize it. The reactants are: [C:1]([O:5][C:6]([N:8]1[CH2:20][C@@H:19]([CH3:21])[N:18]2[C@H:10]([CH2:11][C:12]3[C:17]2=[N:16][C:15]([CH2:22][O:23]CCO)=[CH:14][CH:13]=3)[CH2:9]1)=[O:7])([CH3:4])([CH3:3])[CH3:2].C([Li])(C)(C)C.[F:32][C:33]([F:38])([F:37])[CH2:34]C=O. (6) Given the product [CH:1]([NH:4][C:5]1[C:14]([CH2:15][OH:16])=[CH:13][C:12]2[C:7](=[CH:8][CH:9]=[C:10]([O:17][CH3:18])[CH:11]=2)[N:6]=1)([CH3:3])[CH3:2], predict the reactants needed to synthesize it. The reactants are: [CH:1]([NH:4][C:5]1[C:14]([CH:15]=[O:16])=[CH:13][C:12]2[C:7](=[CH:8][CH:9]=[C:10]([O:17][CH3:18])[CH:11]=2)[N:6]=1)([CH3:3])[CH3:2].[BH4-].[Na+]. (7) Given the product [ClH:1].[ClH:1].[CH2:3]([N:12]1[CH2:13][CH2:14][N:15]([CH2:19][C:20]([C:22]2[CH:27]=[CH:26][C:25]([N+:28]([O-:30])=[O:29])=[CH:24][CH:23]=2)=[O:21])[CH2:16][CH2:17]1)[C:4]1[CH:6]=[CH:11][CH:10]=[CH:9][CH:8]=1, predict the reactants needed to synthesize it. The reactants are: [ClH:1].Cl.[CH2:3]([N:12]1[CH2:17][CH2:16][NH:15][CH2:14][CH2:13]1)[C:4]([C:6]1[CH:11]=[CH:10][CH:9]=[CH:8]C=1)=O.Br[CH2:19][C:20]([C:22]1[CH:27]=[CH:26][C:25]([N+:28]([O-:30])=[O:29])=[CH:24][CH:23]=1)=[O:21].C([O-])([O-])=O.[K+].[K+]. (8) Given the product [CH2:14]([NH:13][C@H:10]1[CH2:11][CH2:12][N:8]([C:6]([O:5][C:1]([CH3:4])([CH3:2])[CH3:3])=[O:7])[CH2:9]1)[CH:15]([CH3:17])[CH3:16], predict the reactants needed to synthesize it. The reactants are: [C:1]([O:5][C:6]([N:8]1[CH2:12][CH2:11][CH:10]([NH2:13])[CH2:9]1)=[O:7])([CH3:4])([CH3:3])[CH3:2].[CH:14](=O)[CH:15]([CH3:17])[CH3:16].[H][H].